Dataset: Full USPTO retrosynthesis dataset with 1.9M reactions from patents (1976-2016). Task: Predict the reactants needed to synthesize the given product. (1) Given the product [Cl:1][C:2]1[CH:31]=[CH:30][C:5]([C:6]([N:8]([CH:10]2[CH:14]([C:15]3[CH:20]=[CH:19][C:18]([Cl:21])=[CH:17][CH:16]=3)[CH2:13][N:12]([C:22]([CH:24]3[CH2:25][CH2:26][N:27]([CH:39]4[CH2:40][CH2:41][O:36][CH2:37][CH2:38]4)[CH2:28][CH2:29]3)=[O:23])[CH2:11]2)[CH3:9])=[O:7])=[CH:4][C:3]=1[C:32]([F:34])([F:35])[F:33], predict the reactants needed to synthesize it. The reactants are: [Cl:1][C:2]1[CH:31]=[CH:30][C:5]([C:6]([N:8]([CH:10]2[CH:14]([C:15]3[CH:20]=[CH:19][C:18]([Cl:21])=[CH:17][CH:16]=3)[CH2:13][N:12]([C:22]([CH:24]3[CH2:29][CH2:28][NH:27][CH2:26][CH2:25]3)=[O:23])[CH2:11]2)[CH3:9])=[O:7])=[CH:4][C:3]=1[C:32]([F:35])([F:34])[F:33].[O:36]1[CH2:41][CH2:40][C:39](=O)[CH2:38][CH2:37]1. (2) Given the product [Cl:26][C:10]1[CH:11]=[CH:12][C:18]([C:11]2[C:10]([C:9]([OH:23])=[O:24])=[C:20]([O:21][CH3:22])[CH:19]=[CH:18][C:12]=2[C:13]([OH:15])=[O:14])=[CH:19][CH:20]=1, predict the reactants needed to synthesize it. The reactants are: ClC1C=CC(N[C:9](=[O:23])[C:10]2[CH:11]=[C:12]([CH:18]=[CH:19][C:20]=2[O:21][CH3:22])[C:13]([O:15]CC)=[O:14])=CC=1.[OH-:24].[K+].[ClH:26]. (3) Given the product [F:1][C:2]1[C:31]([F:32])=[CH:30][CH:29]=[CH:28][C:3]=1[CH2:4][NH:5][C:6]1[C:11]([C:12]([NH2:14])=[O:13])=[CH:10][N:9]=[C:8]([NH:15][C:16]2[CH:17]=[CH:18][C:19]([CH:22]3[CH2:23][CH2:24][N:25]([CH:42]=[O:43])[CH2:26][CH2:27]3)=[CH:20][CH:21]=2)[CH:7]=1, predict the reactants needed to synthesize it. The reactants are: [F:1][C:2]1[C:31]([F:32])=[CH:30][CH:29]=[CH:28][C:3]=1[CH2:4][NH:5][C:6]1[C:11]([C:12]([NH2:14])=[O:13])=[CH:10][N:9]=[C:8]([NH:15][C:16]2[CH:21]=[CH:20][C:19]([CH:22]3[CH2:27][CH2:26][NH:25][CH2:24][CH2:23]3)=[CH:18][CH:17]=2)[CH:7]=1.CCN(C(C)C)C(C)C.[C:42](O)(C(F)(F)F)=[O:43]. (4) Given the product [CH2:5]([O:8][C:9]1[CH:14]=[C:13]([F:15])[CH:12]=[CH:11][C:10]=1[NH2:16])[CH:6]=[CH2:7], predict the reactants needed to synthesize it. The reactants are: O.[Sn](Cl)Cl.[CH2:5]([O:8][C:9]1[CH:14]=[C:13]([F:15])[CH:12]=[CH:11][C:10]=1[N+:16]([O-])=O)[CH:6]=[CH2:7].C(N(CC)CC)C. (5) The reactants are: [Cl:1][C:2]1[C:10]2[C:5](=[CH:6][C:7]([C:11]([NH:13][CH:14]([C:24]3[CH:29]=[CH:28][CH:27]=[CH:26][C:25]=3[F:30])[CH2:15][O:16][CH2:17][CH:18]3[CH2:23][CH2:22][NH:21][CH2:20][CH2:19]3)=[O:12])=[CH:8][CH:9]=2)[NH:4][CH:3]=1.[CH3:31][C:32]([CH3:34])=O. Given the product [Cl:1][C:2]1[C:10]2[C:5](=[CH:6][C:7]([C:11]([NH:13][CH:14]([C:24]3[CH:29]=[CH:28][CH:27]=[CH:26][C:25]=3[F:30])[CH2:15][O:16][CH2:17][CH:18]3[CH2:23][CH2:22][N:21]([CH:32]([CH3:34])[CH3:31])[CH2:20][CH2:19]3)=[O:12])=[CH:8][CH:9]=2)[NH:4][CH:3]=1, predict the reactants needed to synthesize it.